This data is from hERG potassium channel inhibition data for cardiac toxicity prediction from Karim et al.. The task is: Regression/Classification. Given a drug SMILES string, predict its toxicity properties. Task type varies by dataset: regression for continuous values (e.g., LD50, hERG inhibition percentage) or binary classification for toxic/non-toxic outcomes (e.g., AMES mutagenicity, cardiotoxicity, hepatotoxicity). Dataset: herg_karim. (1) The molecule is COc1ccnc(-c2nnc3n2C[C@H](C)N(C(=O)c2cccc(Cl)c2Cl)C3)c1. The result is 0 (non-blocker). (2) The drug is Cc1ncoc1-c1nnc(SCCCN2CCc3cc4onc(C)c4cc3CC2)n1C. The result is 1 (blocker). (3) The molecule is CC(NC(C)(C)C)C(=O)c1cccc(Cl)c1. The result is 0 (non-blocker). (4) The molecule is CCn1nc(N2CCC3(CCN(C[C@H](O)c4ccc5c(c4C)COC5=O)CC3)C2=O)ccc1=O. The result is 1 (blocker). (5) The drug is O=c1[nH]nc(Sc2ncc([N+](=O)[O-])s2)n1-c1ccc2c(c1)OCCO2. The result is 0 (non-blocker). (6) The drug is CC(C)(C)Oc1cc([C@H](C2=CN[C@H](C(C)(C)O)S2)c2cc[n+]([O-])cc2)ccc1OC(F)F. The result is 0 (non-blocker). (7) The result is 1 (blocker). The molecule is COc1cc(Cl)ccc1Oc1ccccc1CN(C)C.